Dataset: Full USPTO retrosynthesis dataset with 1.9M reactions from patents (1976-2016). Task: Predict the reactants needed to synthesize the given product. (1) Given the product [CH2:1]([O:3][C:4](=[O:19])[C@@H:5]1[CH2:9][C@H:8]([CH3:10])[C:7](=[O:11])[N:6]1[C:12]([O:14][C:15]([CH3:16])([CH3:18])[CH3:17])=[O:13])[CH3:2], predict the reactants needed to synthesize it. The reactants are: [CH2:1]([O:3][C:4](=[O:19])[C@@H:5]1[CH2:9][C:8](=[CH2:10])[C:7](=[O:11])[N:6]1[C:12]([O:14][C:15]([CH3:18])([CH3:17])[CH3:16])=[O:13])[CH3:2]. (2) Given the product [OH:1][C:2]1[CH:10]=[C:9]([O:11][CH2:12][CH2:13][NH:14][C:15]2[NH:20][CH2:19][CH2:18][CH2:17][N:16]=2)[CH:8]=[CH:7][C:3]=1[C:4]([OH:6])=[O:5], predict the reactants needed to synthesize it. The reactants are: [OH:1][C:2]1[CH:10]=[C:9]([O:11][CH2:12][CH2:13][NH:14][C:15]2[N:20]=[CH:19][CH:18]=[CH:17][N:16]=2)[CH:8]=[CH:7][C:3]=1[C:4]([OH:6])=[O:5].Cl. (3) The reactants are: [NH2:1][C:2]1[CH:3]=[CH:4][C:5]([Br:18])=[C:6]([NH:8][C:9](=[O:17])[CH2:10][N:11]2[CH2:16][CH2:15][O:14][CH2:13][CH2:12]2)[CH:7]=1.[C:19]1([C:28]2[CH:33]=[CH:32][CH:31]=[CH:30][CH:29]=2)[CH:24]=[CH:23][C:22]([C:25](O)=[O:26])=[CH:21][CH:20]=1.F[P-](F)(F)(F)(F)F.N1(O[P+](N2CCCC2)(N2CCCC2)N2CCCC2)C2C=CC=CC=2N=N1.C(N(C(C)C)CC)(C)C. Given the product [Br:18][C:5]1[CH:4]=[CH:3][C:2]([NH:1][C:25]([C:22]2[CH:23]=[CH:24][C:19]([C:28]3[CH:29]=[CH:30][CH:31]=[CH:32][CH:33]=3)=[CH:20][CH:21]=2)=[O:26])=[CH:7][C:6]=1[NH:8][C:9](=[O:17])[CH2:10][N:11]1[CH2:12][CH2:13][O:14][CH2:15][CH2:16]1, predict the reactants needed to synthesize it. (4) The reactants are: Br[C:2]1[S:6][C:5]([CH2:7][N:8]([CH3:16])[C:9](=[O:15])[O:10][C:11]([CH3:14])([CH3:13])[CH3:12])=[N:4][C:3]=1[C:17]1[CH:22]=[CH:21][CH:20]=[CH:19][C:18]=1[F:23].[CH3:24][O:25][C:26]1[CH:27]=[C:28]([SH:32])[CH:29]=[CH:30][CH:31]=1.C(N(C(C)C)C(C)C)C.C(=O)([O-])O.[Na+]. Given the product [F:23][C:18]1[CH:19]=[CH:20][CH:21]=[CH:22][C:17]=1[C:3]1[N:4]=[C:5]([CH2:7][N:8]([CH3:16])[C:9](=[O:15])[O:10][C:11]([CH3:14])([CH3:13])[CH3:12])[S:6][C:2]=1[S:32][C:28]1[CH:29]=[CH:30][CH:31]=[C:26]([O:25][CH3:24])[CH:27]=1, predict the reactants needed to synthesize it.